Dataset: Reaction yield outcomes from USPTO patents with 853,638 reactions. Task: Predict the reaction yield, written as a fraction of the theoretical maximum amount of product (1.0 means a 100% yield; for example, 0.34 means a 34% yield). (1) The reactants are [N+:1]([C:4]1[CH:5]=[C:6]([CH:8]=[CH:9][CH:10]=1)[NH2:7])([O-:3])=[O:2].[N:11]([O-])=O.[Na+].[Cl:15][Sn]Cl.O. The catalyst is O.Cl. The product is [ClH:15].[N+:1]([C:4]1[CH:5]=[C:6]([NH:7][NH2:11])[CH:8]=[CH:9][CH:10]=1)([O-:3])=[O:2]. The yield is 0.730. (2) The reactants are Cl[C:2]1[N:3]=[C:4]([O:25][CH:26]2[CH2:31][CH2:30][O:29][CH2:28][CH2:27]2)[C:5]2[C:10]([C:11]3[CH:12]=[N:13][N:14]([CH3:16])[CH:15]=3)=[CH:9][N:8]([CH2:17][O:18][CH2:19][CH2:20][Si:21]([CH3:24])([CH3:23])[CH3:22])[C:6]=2[N:7]=1.[NH2:32][C:33]1[CH:43]=[CH:42][C:36]([C:37]([N:39]([CH3:41])[CH3:40])=[O:38])=[CH:35][C:34]=1[CH3:44].C(=O)([O-])[O-].[Cs+].[Cs+].C1(P(C2C=CC=CC=2)C2C=CC3C(=CC=CC=3)C=2C2C3C(=CC=CC=3)C=CC=2P(C2C=CC=CC=2)C2C=CC=CC=2)C=CC=CC=1. The catalyst is O1CCOCC1.C([O-])(=O)C.[Pd+2].C([O-])(=O)C. The product is [CH3:41][N:39]([CH3:40])[C:37](=[O:38])[C:36]1[CH:42]=[CH:43][C:33]([NH:32][C:2]2[N:3]=[C:4]([O:25][CH:26]3[CH2:31][CH2:30][O:29][CH2:28][CH2:27]3)[C:5]3[C:10]([C:11]4[CH:12]=[N:13][N:14]([CH3:16])[CH:15]=4)=[CH:9][N:8]([CH2:17][O:18][CH2:19][CH2:20][Si:21]([CH3:24])([CH3:23])[CH3:22])[C:6]=3[N:7]=2)=[C:34]([CH3:44])[CH:35]=1. The yield is 0.760. (3) The reactants are [CH:1]1([CH2:7][CH2:8][C:9]2[C:10]3[CH2:31][NH:30][CH2:29][CH2:28][C:11]=3[N:12]=[C:13]([NH:15][C:16]3[CH:21]=[CH:20][C:19]([N:22]4[CH:26]=[CH:25][N:24]=[C:23]4[CH3:27])=[CH:18][CH:17]=3)[N:14]=2)[CH2:6][CH2:5][CH2:4][CH2:3][CH2:2]1.[CH2:32]=O. No catalyst specified. The product is [CH:1]1([CH2:7][CH2:8][C:9]2[C:10]3[CH2:31][N:30]([CH3:32])[CH2:29][CH2:28][C:11]=3[N:12]=[C:13]([NH:15][C:16]3[CH:21]=[CH:20][C:19]([N:22]4[CH:26]=[CH:25][N:24]=[C:23]4[CH3:27])=[CH:18][CH:17]=3)[N:14]=2)[CH2:6][CH2:5][CH2:4][CH2:3][CH2:2]1. The yield is 0.104. (4) The reactants are [N:1]1[C:6]2[NH:7][CH:8]=[CH:9][C:5]=2[C:4]([C:10]2[CH:11]=[N:12][N:13]([C@@H:15]([CH:19]3[CH2:23][CH2:22][CH2:21][CH2:20]3)[CH2:16][C:17]#[N:18])[CH:14]=2)=[N:3][CH:2]=1.[P:24](=[O:28])([OH:27])([OH:26])[OH:25]. The catalyst is ClCCl.CC(O)C. The product is [P:24]([OH:28])([OH:27])([OH:26])=[O:25].[N:1]1[C:6]2[NH:7][CH:8]=[CH:9][C:5]=2[C:4]([C:10]2[CH:11]=[N:12][N:13]([C@@H:15]([CH:19]3[CH2:23][CH2:22][CH2:21][CH2:20]3)[CH2:16][C:17]#[N:18])[CH:14]=2)=[N:3][CH:2]=1. The yield is 0.840. (5) The reactants are C([O:7][CH2:8][C@H:9]([C:15]1[C:24]([CH3:25])=[CH:23][C:18]2[N:19]=[C:20]([NH2:22])[S:21][C:17]=2[C:16]=1[C:26]1[CH:31]=[CH:30][C:29]([Cl:32])=[CH:28][CH:27]=1)[O:10][C:11]([CH3:14])([CH3:13])[CH3:12])(=O)C(C)(C)C.CCO.C1COCC1. The catalyst is O. The product is [NH2:22][C:20]1[S:21][C:17]2[C:16]([C:26]3[CH:27]=[CH:28][C:29]([Cl:32])=[CH:30][CH:31]=3)=[C:15]([C@H:9]([O:10][C:11]([CH3:13])([CH3:12])[CH3:14])[CH2:8][OH:7])[C:24]([CH3:25])=[CH:23][C:18]=2[N:19]=1. The yield is 0.620. (6) The reactants are O=C1[C:8]2[CH:9]=[CH:10][CH:11]=[CH:12][C:7]=2[S:6][C:5]2[CH:13]=[CH:14][C:15]([C:17]([OH:19])=[O:18])=[CH:16]C=2N1.[H-].[Na+].[CH3:22]I.O.[CH3:25][N:26]([CH:28]=[O:29])[CH3:27]. The yield is 0.910. The product is [CH3:25][N:26]1[C:28](=[O:29])[C:12]2[CH:11]=[CH:10][CH:9]=[CH:8][C:7]=2[S:6][C:5]2[CH:13]=[CH:14][C:15]([C:17]([O:19][CH3:22])=[O:18])=[CH:16][C:27]1=2. No catalyst specified.